From a dataset of Forward reaction prediction with 1.9M reactions from USPTO patents (1976-2016). Predict the product of the given reaction. Given the reactants C1(C)C=CC(S(O)(=O)=O)=CC=1.[CH2:12]([N:14]1[CH2:19][CH2:18][C:17](O)([C:20]2[CH:25]=[CH:24][CH:23]=[C:22]([O:26][CH:27]([CH3:29])[CH3:28])[CH:21]=2)[CH2:16][CH2:15]1)[CH3:13].O.[OH-].[Na+], predict the reaction product. The product is: [NH3:14].[CH2:12]([N:14]1[CH2:15][CH:16]=[C:17]([C:20]2[CH:25]=[CH:24][CH:23]=[C:22]([O:26][CH:27]([CH3:28])[CH3:29])[CH:21]=2)[CH2:18][CH2:19]1)[CH3:13].